From a dataset of TCR-epitope binding with 47,182 pairs between 192 epitopes and 23,139 TCRs. Binary Classification. Given a T-cell receptor sequence (or CDR3 region) and an epitope sequence, predict whether binding occurs between them. (1) The epitope is VTIAEILLI. The TCR CDR3 sequence is CASSQDTYTEAFF. Result: 0 (the TCR does not bind to the epitope). (2) The epitope is LLWNGPMAV. The TCR CDR3 sequence is CSVDVGAYEQYF. Result: 1 (the TCR binds to the epitope).